Dataset: Catalyst prediction with 721,799 reactions and 888 catalyst types from USPTO. Task: Predict which catalyst facilitates the given reaction. (1) Reactant: [Cl:1][C:2]1[CH:3]=[C:4]([C:19](OC)=[O:20])[C:5]2[O:9][C:8]([C:10]3[CH:15]=[CH:14][C:13]([Cl:16])=[CH:12][C:11]=3[Cl:17])=[CH:7][C:6]=2[CH:18]=1.[H-].[H-].[H-].[H-].[Li+].[Al+3]. Product: [Cl:1][C:2]1[CH:3]=[C:4]([CH2:19][OH:20])[C:5]2[O:9][C:8]([C:10]3[CH:15]=[CH:14][C:13]([Cl:16])=[CH:12][C:11]=3[Cl:17])=[CH:7][C:6]=2[CH:18]=1. The catalyst class is: 1. (2) Reactant: N1C2C(=NC=CC=2)N(O[C:11]([C:13]2[C:17]([CH3:18])=[C:16](/[CH:19]=[C:20]3\[C:21](=[O:41])[NH:22][C:23]4[C:28]\3=[CH:27][C:26]([S:29]([CH2:32][C:33]3[C:38]([Cl:39])=[CH:37][CH:36]=[CH:35][C:34]=3[Cl:40])(=[O:31])=[O:30])=[CH:25][CH:24]=4)[NH:15][C:14]=2[CH3:42])=[O:12])N=1.[NH3:43]. Product: [Cl:39][C:38]1[CH:37]=[CH:36][CH:35]=[C:34]([Cl:40])[C:33]=1[CH2:32][S:29]([C:26]1[CH:27]=[C:28]2[C:23](=[CH:24][CH:25]=1)[NH:22][C:21](=[O:41])/[C:20]/2=[CH:19]\[C:16]1[NH:15][C:14]([CH3:42])=[C:13]([C:11]([NH2:43])=[O:12])[C:17]=1[CH3:18])(=[O:31])=[O:30]. The catalyst class is: 44.